This data is from NCI-60 drug combinations with 297,098 pairs across 59 cell lines. The task is: Regression. Given two drug SMILES strings and cell line genomic features, predict the synergy score measuring deviation from expected non-interaction effect. (1) Drug 1: CN1CCC(CC1)COC2=C(C=C3C(=C2)N=CN=C3NC4=C(C=C(C=C4)Br)F)OC. Drug 2: C1=NNC2=C1C(=O)NC=N2. Cell line: DU-145. Synergy scores: CSS=15.2, Synergy_ZIP=-3.07, Synergy_Bliss=3.14, Synergy_Loewe=1.83, Synergy_HSA=3.01. (2) Drug 1: CN(C)N=NC1=C(NC=N1)C(=O)N. Drug 2: CCC1(C2=C(COC1=O)C(=O)N3CC4=CC5=C(C=CC(=C5CN(C)C)O)N=C4C3=C2)O.Cl. Cell line: NCI/ADR-RES. Synergy scores: CSS=-1.92, Synergy_ZIP=-1.07, Synergy_Bliss=-5.87, Synergy_Loewe=-10.6, Synergy_HSA=-7.25. (3) Drug 1: C1C(C(OC1N2C=C(C(=O)NC2=O)F)CO)O. Drug 2: CC1C(C(CC(O1)OC2CC(OC(C2O)C)OC3=CC4=CC5=C(C(=O)C(C(C5)C(C(=O)C(C(C)O)O)OC)OC6CC(C(C(O6)C)O)OC7CC(C(C(O7)C)O)OC8CC(C(C(O8)C)O)(C)O)C(=C4C(=C3C)O)O)O)O. Cell line: MALME-3M. Synergy scores: CSS=22.7, Synergy_ZIP=-1.64, Synergy_Bliss=0.629, Synergy_Loewe=-4.37, Synergy_HSA=0.992. (4) Drug 1: CCN(CC)CCNC(=O)C1=C(NC(=C1C)C=C2C3=C(C=CC(=C3)F)NC2=O)C. Drug 2: CC12CCC3C(C1CCC2O)C(CC4=C3C=CC(=C4)O)CCCCCCCCCS(=O)CCCC(C(F)(F)F)(F)F. Cell line: IGROV1. Synergy scores: CSS=6.01, Synergy_ZIP=-0.365, Synergy_Bliss=2.95, Synergy_Loewe=3.12, Synergy_HSA=2.79.